Dataset: Merck oncology drug combination screen with 23,052 pairs across 39 cell lines. Task: Regression. Given two drug SMILES strings and cell line genomic features, predict the synergy score measuring deviation from expected non-interaction effect. Drug 1: Nc1ccn(C2OC(CO)C(O)C2(F)F)c(=O)n1. Drug 2: NC(=O)c1cccc2cn(-c3ccc(C4CCCNC4)cc3)nc12. Cell line: A2058. Synergy scores: synergy=-3.77.